From a dataset of Reaction yield outcomes from USPTO patents with 853,638 reactions. Predict the reaction yield, written as a fraction of the theoretical maximum amount of product (1.0 means a 100% yield; for example, 0.34 means a 34% yield). (1) No catalyst specified. The product is [ClH:1].[CH3:45][N:46]([CH2:47][C:48]1[S:52][C:51]2[CH:53]=[CH:54][CH:55]=[CH:56][C:50]=2[C:49]=1[CH3:57])[C:22](=[O:24])/[CH:21]=[CH:20]/[C:17]1[CH:18]=[N:19][C:13]2[NH:12][C:11](=[O:25])[N:10]([CH2:9][CH2:8][N:2]3[CH2:3][CH2:4][O:5][CH2:6][CH2:7]3)[CH2:15][C:14]=2[CH:16]=1. The reactants are [ClH:1].[N:2]1([CH2:8][CH2:9][N:10]2[CH2:15][C:14]3[CH:16]=[C:17](/[CH:20]=[CH:21]/[C:22]([OH:24])=O)[CH:18]=[N:19][C:13]=3[NH:12][C:11]2=[O:25])[CH2:7][CH2:6][O:5][CH2:4][CH2:3]1.Cl.CN1CC2C=C(/C=C/C(O)=O)C=NC=2NC(=O)C1.[CH3:45][NH:46][CH2:47][C:48]1[S:52][C:51]2[CH:53]=[CH:54][CH:55]=[CH:56][C:50]=2[C:49]=1[CH3:57].CNCC1C=CC2C(=CC=CC=2)C=1CCC. The yield is 0.330. (2) The reactants are ClC(Cl)(Cl)COC([N:7]([C:16]1[CH:17]=[N:18][CH:19]=[CH:20][CH:21]=1)[C:8]([O:10]CC(Cl)(Cl)Cl)=O)=O.[C:24]1([C:30]2[N:31]=[C:32]([N:35]3[CH2:40][CH2:39][NH:38][CH2:37][CH2:36]3)[S:33][CH:34]=2)[CH:29]=[CH:28][CH:27]=[CH:26][CH:25]=1.C(N(C(C)C)CC)(C)C.O. The catalyst is CS(C)=O. The product is [C:24]1([C:30]2[N:31]=[C:32]([N:35]3[CH2:40][CH2:39][N:38]([C:8]([NH:7][C:16]4[CH:17]=[N:18][CH:19]=[CH:20][CH:21]=4)=[O:10])[CH2:37][CH2:36]3)[S:33][CH:34]=2)[CH:25]=[CH:26][CH:27]=[CH:28][CH:29]=1. The yield is 0.278. (3) The reactants are [Br:1][C:2]1[CH:3]=[CH:4][C:5]2[S:9][C:8]([SH:10])=[N:7][C:6]=2[CH:11]=1.[CH2:12]1COCC1.IC.[OH-].[K+]. The catalyst is [Br-].C([N+](CCCC)(CCCC)CCCC)CCC.CCOC(C)=O. The product is [Br:1][C:2]1[CH:3]=[CH:4][C:5]2[S:9][C:8]([S:10][CH3:12])=[N:7][C:6]=2[CH:11]=1. The yield is 0.760. (4) The reactants are [NH2:1][CH:2]1[C:10]2[CH:9]=[N:8][CH:7]=[C:6]([N:11]3[CH2:19][C:18]4[C:13](=[CH:14][CH:15]=[C:16]([Cl:20])[CH:17]=4)[C:12]3=[O:21])[C:5]=2[CH2:4][CH2:3]1.CCN(CC)CC.[C:29](Cl)(=[O:31])[CH3:30]. The catalyst is C(Cl)Cl. The product is [Cl:20][C:16]1[CH:17]=[C:18]2[C:13](=[CH:14][CH:15]=1)[C:12](=[O:21])[N:11]([C:6]1[C:5]3[CH2:4][CH2:3][CH:2]([NH:1][C:29](=[O:31])[CH3:30])[C:10]=3[CH:9]=[N:8][CH:7]=1)[CH2:19]2. The yield is 0.850. (5) The reactants are BrC1SC2C=C(C(OCC)=O)C=CC=2N=1.FC1(F)CCNCC1.C([O-])([O-])=O.[Cs+].[Cs+].[F:30][C:31]1([F:51])[CH2:36][CH2:35][N:34]([C:37]2[S:38][C:39]3[CH:45]=[C:44]([C:46]([O:48]CC)=[O:47])[CH:43]=[CH:42][C:40]=3[N:41]=2)[CH2:33][CH2:32]1.Cl. The catalyst is CC#N.O. The product is [F:51][C:31]1([F:30])[CH2:36][CH2:35][N:34]([C:37]2[S:38][C:39]3[CH:45]=[C:44]([C:46]([OH:48])=[O:47])[CH:43]=[CH:42][C:40]=3[N:41]=2)[CH2:33][CH2:32]1. The yield is 0.990.